Dataset: Full USPTO retrosynthesis dataset with 1.9M reactions from patents (1976-2016). Task: Predict the reactants needed to synthesize the given product. (1) The reactants are: [CH3:1][C:2]([C:4]1[CH:9]=[CH:8][C:7]([NH:10][C:11]([CH3:13])=[O:12])=[CH:6][CH:5]=1)=[O:3].[Br:14]Br. Given the product [Br:14][CH2:1][C:2]([C:4]1[CH:9]=[CH:8][C:7]([NH:10][C:11](=[O:12])[CH3:13])=[CH:6][CH:5]=1)=[O:3], predict the reactants needed to synthesize it. (2) Given the product [C@@H:1]1([N:21]2[C:20]3[N:19]=[CH:18][N:17]=[C:25]([NH2:26])[C:24]=3[N:23]=[CH:22]2)[O:8][C@H:5]([CH2:6][OH:7])[C@@H:3]([OH:4])[C@H:2]1[OH:28], predict the reactants needed to synthesize it. The reactants are: [C@@H:1]1(N2C=CC(=O)NC2=O)[O:8][C@H:5]([CH2:6][OH:7])[C@@H:3]([OH:4])[CH2:2]1.[N:17]1[C:25]([NH2:26])=[C:24]2[C:20]([N:21]=[CH:22][NH:23]2)=[N:19][CH:18]=1.P([O-])([O-])([O-])=[O:28].[K+].[K+].[K+]. (3) Given the product [Cl:1][C:2]1[CH:3]=[C:4]([C@H:9]2[CH2:13][CH2:12][CH2:11][N:10]2[C:14]2[CH:19]=[CH:18][N:17]3[N:20]=[CH:21][C:22]([NH:23][C:29]([N:31]4[CH2:32][CH:33]([OH:41])[CH2:35]4)=[O:30])=[C:16]3[N:15]=2)[CH:5]=[C:6]([F:8])[CH:7]=1, predict the reactants needed to synthesize it. The reactants are: [Cl:1][C:2]1[CH:3]=[C:4]([C@H:9]2[CH2:13][CH2:12][CH2:11][N:10]2[C:14]2[CH:19]=[CH:18][N:17]3[N:20]=[CH:21][C:22]([NH2:23])=[C:16]3[N:15]=2)[CH:5]=[C:6]([F:8])[CH:7]=1.C1N=CN([C:29]([N:31]2[CH:35]=N[CH:33]=[CH:32]2)=[O:30])C=1.Cl.N1CC([OH:41])C1.CCN(C(C)C)C(C)C. (4) The reactants are: ClC(Cl)(O[C:5](=[O:11])OC(Cl)(Cl)Cl)Cl.[CH2:13]([C:16]1([CH2:35][CH:36]=[CH2:37])[C:33](=[O:34])[N:19]2[CH2:20][CH2:21][NH:22][C@@H:23]([C:24]3[CH:29]=[CH:28][C:27]([O:30][CH3:31])=[CH:26][C:25]=3[CH3:32])[C@@H:18]2[CH2:17]1)[CH:14]=[CH2:15].[F:38][C:39]([F:55])([F:54])[C:40]1[CH:41]=[C:42]([C@H:50]([NH:52][CH3:53])[CH3:51])[CH:43]=[C:44]([C:46]([F:49])([F:48])[F:47])[CH:45]=1. Given the product [CH2:35]([C:16]1([CH2:13][CH:14]=[CH2:15])[C:33](=[O:34])[N:19]2[CH2:20][CH2:21][N:22]([C:5]([N:52]([C@@H:50]([C:42]3[CH:43]=[C:44]([C:46]([F:47])([F:48])[F:49])[CH:45]=[C:40]([C:39]([F:38])([F:54])[F:55])[CH:41]=3)[CH3:51])[CH3:53])=[O:11])[C@@H:23]([C:24]3[CH:29]=[CH:28][C:27]([O:30][CH3:31])=[CH:26][C:25]=3[CH3:32])[C@@H:18]2[CH2:17]1)[CH:36]=[CH2:37], predict the reactants needed to synthesize it. (5) Given the product [Cl:1][C:2]1[CH:3]=[CH:4][C:5]([C:12]#[CH:13])=[C:6]([CH:11]=1)[C:7]([O:9][CH3:10])=[O:8], predict the reactants needed to synthesize it. The reactants are: [Cl:1][C:2]1[CH:3]=[CH:4][C:5]([C:12]#[C:13][Si](C)(C)C)=[C:6]([CH:11]=1)[C:7]([O:9][CH3:10])=[O:8].C([O-])([O-])=O.[K+].[K+]. (6) Given the product [F:29][C:25]1[CH:24]=[C:23]2[C:28](=[CH:27][CH:26]=1)[N:20]([S:17]([C:15]1[CH:14]=[CH:13][C:12]([O:31][CH3:32])=[C:11]([N:8]3[CH2:9][CH2:10][NH:5][CH2:6][CH2:7]3)[CH:16]=1)(=[O:19])=[O:18])[CH:21]=[C:22]2[CH3:30], predict the reactants needed to synthesize it. The reactants are: ClC(Cl)(Cl)C([N:5]1[CH2:10][CH2:9][N:8]([C:11]2[CH:16]=[C:15]([S:17]([N:20]3[C:28]4[C:23](=[CH:24][C:25]([F:29])=[CH:26][CH:27]=4)[C:22]([CH3:30])=[CH:21]3)(=[O:19])=[O:18])[CH:14]=[CH:13][C:12]=2[O:31][CH3:32])[CH2:7][CH2:6]1)=O.[OH-].[K+]. (7) Given the product [CH3:4][O:5][C:6]1[N:11]=[N:10][C:9]([C:12]2[S:16][C:15]([C:17]([OH:19])=[O:18])=[CH:14][CH:13]=2)=[CH:8][CH:7]=1, predict the reactants needed to synthesize it. The reactants are: O[Li].O.[CH3:4][O:5][C:6]1[N:11]=[N:10][C:9]([C:12]2[S:16][C:15]([C:17]([O:19]CC)=[O:18])=[CH:14][CH:13]=2)=[CH:8][CH:7]=1. (8) Given the product [NH2:10][C:8]1[C:7]([CH3:13])=[CH:6][C:5]([CH2:14][C:15]([O:17][CH3:18])=[O:16])=[C:4]([Cl:3])[CH:9]=1, predict the reactants needed to synthesize it. The reactants are: [BH4-].[Na+].[Cl:3][C:4]1[CH:9]=[C:8]([N+:10]([O-])=O)[C:7]([CH3:13])=[CH:6][C:5]=1[CH2:14][C:15]([O:17][CH3:18])=[O:16]. (9) Given the product [F:35][C:32]1[CH:33]=[CH:34][C:29]([CH2:28][C:24]2[NH:23][C:22]([C:10]3[N:11]=[C:12]4[N:17]([C:18](=[O:19])[C:9]=3[OH:8])[CH2:16][CH2:15][O:14][C:13]4([CH3:21])[CH3:20])=[N:26][CH:25]=2)=[CH:30][CH:31]=1, predict the reactants needed to synthesize it. The reactants are: C([O:8][C:9]1[C:18](=[O:19])[N:17]2[C:12]([C:13]([CH3:21])([CH3:20])[O:14][CH2:15][CH2:16]2)=[N:11][C:10]=1[C:22]1[NH:23][C:24]([CH2:28][C:29]2[CH:34]=[CH:33][C:32]([F:35])=[CH:31][CH:30]=2)=[C:25](Cl)[N:26]=1)C1C=CC=CC=1.C(O)=O.[Cl-]. (10) Given the product [ClH:41].[NH2:13][C:14]1[N:23]([CH2:24][CH3:25])[C:22]2[C:17]([C:16](=[O:36])[C:15]=1[C:37]([NH:38][CH3:39])=[O:40])=[CH:18][CH:19]=[C:20]([C:26]1[CH:31]=[CH:30][C:29]([CH2:32][C:33]([NH:52][CH2:51][CH:46]3[CH2:47][O:48][CH2:49][CH2:50][N:45]3[CH:43]([CH3:44])[CH3:42])=[O:34])=[CH:28][CH:27]=1)[N:21]=2, predict the reactants needed to synthesize it. The reactants are: C1N=CN(C(N2C=NC=C2)=O)C=1.[NH2:13][C:14]1[N:23]([CH2:24][CH3:25])[C:22]2[N:21]=[C:20]([C:26]3[CH:31]=[CH:30][C:29]([CH2:32][C:33](O)=[O:34])=[CH:28][CH:27]=3)[CH:19]=[CH:18][C:17]=2[C:16](=[O:36])[C:15]=1[C:37](=[O:40])[NH:38][CH3:39].[ClH:41].[CH3:42][CH:43]([N:45]1[CH2:50][CH2:49][O:48][CH2:47][CH:46]1[CH2:51][NH2:52])[CH3:44].C(=O)([O-])[O-].[Na+].[Na+].